The task is: Regression. Given two drug SMILES strings and cell line genomic features, predict the synergy score measuring deviation from expected non-interaction effect.. This data is from NCI-60 drug combinations with 297,098 pairs across 59 cell lines. (1) Drug 1: C(CN)CNCCSP(=O)(O)O. Drug 2: CCC1(C2=C(COC1=O)C(=O)N3CC4=CC5=C(C=CC(=C5CN(C)C)O)N=C4C3=C2)O.Cl. Cell line: T-47D. Synergy scores: CSS=34.9, Synergy_ZIP=-2.73, Synergy_Bliss=-0.642, Synergy_Loewe=-80.3, Synergy_HSA=-5.76. (2) Drug 1: C1=CC=C(C=C1)NC(=O)CCCCCCC(=O)NO. Drug 2: C(=O)(N)NO. Cell line: NCI-H226. Synergy scores: CSS=5.58, Synergy_ZIP=-2.18, Synergy_Bliss=-0.346, Synergy_Loewe=-8.48, Synergy_HSA=0.904. (3) Drug 1: COC1=CC(=CC(=C1O)OC)C2C3C(COC3=O)C(C4=CC5=C(C=C24)OCO5)OC6C(C(C7C(O6)COC(O7)C8=CC=CS8)O)O. Drug 2: COC1=C2C(=CC3=C1OC=C3)C=CC(=O)O2. Cell line: SK-OV-3. Synergy scores: CSS=27.3, Synergy_ZIP=-4.91, Synergy_Bliss=-0.395, Synergy_Loewe=-37.4, Synergy_HSA=-1.09. (4) Drug 1: CN(C)N=NC1=C(NC=N1)C(=O)N. Cell line: MDA-MB-231. Drug 2: CS(=O)(=O)CCNCC1=CC=C(O1)C2=CC3=C(C=C2)N=CN=C3NC4=CC(=C(C=C4)OCC5=CC(=CC=C5)F)Cl. Synergy scores: CSS=4.94, Synergy_ZIP=5.12, Synergy_Bliss=6.71, Synergy_Loewe=2.40, Synergy_HSA=1.96. (5) Drug 1: C1=NC(=NC(=O)N1C2C(C(C(O2)CO)O)O)N. Drug 2: CC1=C(C(=CC=C1)Cl)NC(=O)C2=CN=C(S2)NC3=CC(=NC(=N3)C)N4CCN(CC4)CCO. Cell line: DU-145. Synergy scores: CSS=36.9, Synergy_ZIP=-2.06, Synergy_Bliss=-0.392, Synergy_Loewe=-2.96, Synergy_HSA=-2.73. (6) Drug 1: CC1C(C(CC(O1)OC2CC(OC(C2O)C)OC3=CC4=CC5=C(C(=O)C(C(C5)C(C(=O)C(C(C)O)O)OC)OC6CC(C(C(O6)C)O)OC7CC(C(C(O7)C)O)OC8CC(C(C(O8)C)O)(C)O)C(=C4C(=C3C)O)O)O)O. Drug 2: C1=CC=C(C(=C1)C(C2=CC=C(C=C2)Cl)C(Cl)Cl)Cl. Cell line: BT-549. Synergy scores: CSS=64.7, Synergy_ZIP=-0.826, Synergy_Bliss=-0.235, Synergy_Loewe=-23.5, Synergy_HSA=0.738. (7) Drug 1: CCC(=C(C1=CC=CC=C1)C2=CC=C(C=C2)OCCN(C)C)C3=CC=CC=C3.C(C(=O)O)C(CC(=O)O)(C(=O)O)O. Drug 2: CC1=C2C(C(=O)C3(C(CC4C(C3C(C(C2(C)C)(CC1OC(=O)C(C(C5=CC=CC=C5)NC(=O)C6=CC=CC=C6)O)O)OC(=O)C7=CC=CC=C7)(CO4)OC(=O)C)O)C)OC(=O)C. Cell line: A549. Synergy scores: CSS=41.9, Synergy_ZIP=17.0, Synergy_Bliss=17.2, Synergy_Loewe=8.85, Synergy_HSA=12.9. (8) Drug 1: CC1OCC2C(O1)C(C(C(O2)OC3C4COC(=O)C4C(C5=CC6=C(C=C35)OCO6)C7=CC(=C(C(=C7)OC)O)OC)O)O. Drug 2: C1=NC(=NC(=O)N1C2C(C(C(O2)CO)O)O)N. Cell line: M14. Synergy scores: CSS=12.6, Synergy_ZIP=-5.47, Synergy_Bliss=3.30, Synergy_Loewe=2.19, Synergy_HSA=2.48.